This data is from Forward reaction prediction with 1.9M reactions from USPTO patents (1976-2016). The task is: Predict the product of the given reaction. (1) Given the reactants [Br:1][C:2]1[CH:3]=[CH:4][C:5]2[S:9](=[O:11])(=[O:10])[NH:8][CH:7]([CH3:12])[C:6]=2[CH:13]=1.CS(O[CH2:19][CH:20]([O:25][CH3:26])[C:21]([NH:23][CH3:24])=[O:22])(=O)=O.C([O-])([O-])=O.[K+].[K+], predict the reaction product. The product is: [Br:1][C:2]1[CH:3]=[CH:4][C:5]2[S:9](=[O:10])(=[O:11])[N:8]([CH2:19][CH:20]([O:25][CH3:26])[C:21]([NH:23][CH3:24])=[O:22])[CH:7]([CH3:12])[C:6]=2[CH:13]=1. (2) Given the reactants C(N(S(F)(F)[F:7])CC)C.[C:10]([O:14][C:15](=[O:32])[NH:16][C@@H:17]([CH:26]1[CH2:31][CH2:30][CH2:29][CH2:28][CH2:27]1)[C:18]([N:20]1[CH2:24][CH2:23][CH:22](O)[CH2:21]1)=[O:19])([CH3:13])([CH3:12])[CH3:11], predict the reaction product. The product is: [C:10]([O:14][C:15](=[O:32])[NH:16][C@@H:17]([CH:26]1[CH2:31][CH2:30][CH2:29][CH2:28][CH2:27]1)[C:18]([N:20]1[CH2:24][CH2:23][CH:22]([F:7])[CH2:21]1)=[O:19])([CH3:13])([CH3:12])[CH3:11]. (3) Given the reactants Br[C:2]1[C:3]([N+:8]([O-:10])=[O:9])=[N:4][CH:5]=[CH:6][CH:7]=1.[CH2:11]([Sn](CCCC)(CCCC)C=C)[CH2:12]CC.CN(C)C=O.[F-].[K+], predict the reaction product. The product is: [N+:8]([C:3]1[C:2]([CH:11]=[CH2:12])=[CH:7][CH:6]=[CH:5][N:4]=1)([O-:10])=[O:9]. (4) Given the reactants Cl.[NH2:2][C@@H:3]1[C:11]2[C:6](=[C:7]([C:12]3[N:16]=[C:15]([C:17]4[CH:18]=[CH:19][C:20]([O:25][CH:26]([CH3:28])[CH3:27])=[C:21]([CH:24]=4)[C:22]#[N:23])[O:14][N:13]=3)[CH:8]=[CH:9][CH:10]=2)[CH2:5][CH2:4]1.[C:29](Cl)(=[O:31])[CH3:30], predict the reaction product. The product is: [C:22]([C:21]1[CH:24]=[C:17]([C:15]2[O:14][N:13]=[C:12]([C:7]3[CH:8]=[CH:9][CH:10]=[C:11]4[C:6]=3[CH2:5][CH2:4][C@@H:3]4[NH:2][C:29](=[O:31])[CH3:30])[N:16]=2)[CH:18]=[CH:19][C:20]=1[O:25][CH:26]([CH3:28])[CH3:27])#[N:23].